From a dataset of Full USPTO retrosynthesis dataset with 1.9M reactions from patents (1976-2016). Predict the reactants needed to synthesize the given product. (1) Given the product [Br:15][C:10]1[CH:9]=[CH:8][C:7]2[N:6]([CH2:16][CH:17]([OH:21])[C:18]([NH:34][C:30]3[CH:31]=[CH:32][CH:33]=[C:28]([O:27][CH3:26])[CH:29]=3)=[O:19])[C:5]3[C:13]([C:12]=2[CH:11]=1)=[CH:14][C:2]([Br:1])=[CH:3][CH:4]=3, predict the reactants needed to synthesize it. The reactants are: [Br:1][C:2]1[CH:3]=[CH:4][C:5]2[N:6]([CH2:16][CH:17]([OH:21])[C:18](O)=[O:19])[C:7]3[C:12]([C:13]=2[CH:14]=1)=[CH:11][C:10]([Br:15])=[CH:9][CH:8]=3.S(Cl)(Cl)=O.[CH3:26][O:27][C:28]1[CH:33]=[CH:32][CH:31]=[C:30]([NH2:34])[CH:29]=1.CCN(CC)CC. (2) Given the product [NH2:20][C:17]1[CH:18]=[CH:19][C:10]([CH2:9][CH2:8][C:5]2[CH:4]=[CH:3][C:2]([F:1])=[CH:7][CH:6]=2)=[C:11]([CH:16]=1)[C:12]([O:14][CH3:15])=[O:13], predict the reactants needed to synthesize it. The reactants are: [F:1][C:2]1[CH:7]=[CH:6][C:5]([C:8]#[C:9][C:10]2[CH:19]=[CH:18][C:17]([N+:20]([O-])=O)=[CH:16][C:11]=2[C:12]([O:14][CH3:15])=[O:13])=[CH:4][CH:3]=1. (3) The reactants are: [C:1]([N:4]1[C:13]2[C:8](=[CH:9][C:10]([C:14](O)=O)=[CH:11][CH:12]=2)[C@H:7]([NH:17][C:18]([O:20][CH:21]([CH3:23])[CH3:22])=[O:19])[CH2:6][C@@H:5]1[CH3:24])(=[O:3])[CH3:2].CN(C(ON1N=NC2C=CC=NC1=2)=[N+](C)C)C.F[P-](F)(F)(F)(F)F.CCN(C(C)C)C(C)C.[OH:58][NH:59][C:60](=[NH:70])[CH2:61][NH:62][C:63](=[O:69])[O:64][C:65]([CH3:68])([CH3:67])[CH3:66]. Given the product [C:1]([N:4]1[C:13]2[C:8](=[CH:9][C:10]([C:14]3[O:58][N:59]=[C:60]([CH2:61][NH:62][C:63]([O:64][C:65]([CH3:66])([CH3:67])[CH3:68])=[O:69])[N:70]=3)=[CH:11][CH:12]=2)[C@H:7]([NH:17][C:18](=[O:19])[O:20][CH:21]([CH3:22])[CH3:23])[CH2:6][C@@H:5]1[CH3:24])(=[O:3])[CH3:2], predict the reactants needed to synthesize it. (4) Given the product [C:14]([C:16]1[C:17]([N:28]2[CH2:33][CH2:32][CH:31]([C:34](=[O:35])[NH:13][S:10]([CH2:9][C:5]3[CH:6]=[CH:7][CH:8]=[C:3]([O:2][CH3:1])[CH:4]=3)(=[O:12])=[O:11])[CH2:30][CH2:29]2)=[N:18][C:19]([CH3:27])=[C:20]([CH:21]=1)[C:22]([O:24][CH2:25][CH3:26])=[O:23])#[N:15], predict the reactants needed to synthesize it. The reactants are: [CH3:1][O:2][C:3]1[CH:4]=[C:5]([CH2:9][S:10]([NH2:13])(=[O:12])=[O:11])[CH:6]=[CH:7][CH:8]=1.[C:14]([C:16]1[C:17]([N:28]2[CH2:33][CH2:32][CH:31]([C:34](O)=[O:35])[CH2:30][CH2:29]2)=[N:18][C:19]([CH3:27])=[C:20]([C:22]([O:24][CH2:25][CH3:26])=[O:23])[CH:21]=1)#[N:15].CN(C(ON1N=NC2C=CC=CC1=2)=[N+](C)C)C.[B-](F)(F)(F)F.CCN(C(C)C)C(C)C. (5) Given the product [C:27]1([CH:33]([N:37]2[CH2:38][CH2:39][S:40][CH2:41][CH2:42]2)[C:34]([O:36][C@@H:45]2[CH:46]3[CH2:49][CH2:50][N:43]([CH2:48][CH2:47]3)[CH2:44]2)=[O:35])[CH:32]=[CH:31][CH:30]=[CH:29][CH:28]=1, predict the reactants needed to synthesize it. The reactants are: C1CCC(N=C=NC2CCCCC2)CC1.C1C=CC2N(O)N=NC=2C=1.Cl.[C:27]1([CH:33]([N:37]2[CH2:42][CH2:41][S:40][CH2:39][CH2:38]2)[C:34]([OH:36])=[O:35])[CH:32]=[CH:31][CH:30]=[CH:29][CH:28]=1.[N:43]12[CH2:50][CH2:49][CH:46]([CH2:47][CH2:48]1)[C@@H:45](O)[CH2:44]2. (6) Given the product [Cl:8][C:6]1[N:5]=[C:4]([O:9][CH3:10])[N:3]=[C:2]([NH:31][CH2:30][CH2:29][C:26]2[CH:25]=[CH:24][C:23]([O:22][CH:21]([F:20])[F:32])=[CH:28][CH:27]=2)[N:7]=1, predict the reactants needed to synthesize it. The reactants are: Cl[C:2]1[N:7]=[C:6]([Cl:8])[N:5]=[C:4]([O:9][CH3:10])[N:3]=1.CCN(C(C)C)C(C)C.[F:20][CH:21]([F:32])[O:22][C:23]1[CH:28]=[CH:27][C:26]([CH2:29][CH2:30][NH2:31])=[CH:25][CH:24]=1.CCOC(C)=O. (7) Given the product [Br:30][CH2:2][CH2:3][NH:4][S:5]([C:8]1[CH:13]=[CH:12][C:11]([C:14]2[C:15]3[C:16]4[CH2:29][CH2:28][CH2:27][C:17]=4[C:18](=[O:26])[NH:19][C:20]=3[CH:21]=[CH:22][C:23]=2[OH:24])=[CH:10][CH:9]=1)(=[O:7])=[O:6], predict the reactants needed to synthesize it. The reactants are: O[CH2:2][CH2:3][NH:4][S:5]([C:8]1[CH:13]=[CH:12][C:11]([C:14]2[C:15]3[C:16]4[CH2:29][CH2:28][CH2:27][C:17]=4[C:18](=[O:26])[NH:19][C:20]=3[CH:21]=[CH:22][C:23]=2[O:24]C)=[CH:10][CH:9]=1)(=[O:7])=[O:6].[Br:30]B(Br)Br.